Predict the product of the given reaction. From a dataset of Forward reaction prediction with 1.9M reactions from USPTO patents (1976-2016). (1) Given the reactants O[C:2]1[CH:7]=[CH:6][C:5]([CH3:8])=[CH:4][C:3]=1[NH:9][C:10]([C:12]1[C:24]([O:25][CH3:26])=[CH:23][C:22]2[C:21]3[C:16](=[CH:17][C:18]([C:27]([NH:29][C:30]4[CH:35]=[C:34]([CH3:36])[CH:33]=[CH:32][C:31]=4[OH:37])=O)=[CH:19][CH:20]=3)[C:15]([CH2:41][CH2:42][CH3:43])([CH2:38][CH2:39][CH3:40])[C:14]=2[CH:13]=1)=[O:11].B(O)(O)O, predict the reaction product. The product is: [CH3:8][C:5]1[CH:6]=[CH:7][C:2]2[O:11][C:10]([C:12]3[C:24]([O:25][CH3:26])=[CH:23][C:22]4[C:21]5[C:16](=[CH:17][C:18]([C:27]6[O:37][C:31]7[CH:32]=[CH:33][C:34]([CH3:36])=[CH:35][C:30]=7[N:29]=6)=[CH:19][CH:20]=5)[C:15]([CH2:41][CH2:42][CH3:43])([CH2:38][CH2:39][CH3:40])[C:14]=4[CH:13]=3)=[N:9][C:3]=2[CH:4]=1. (2) Given the reactants [C:1]([C:5]1[CH:10]=[C:9]([C:11]([C:14]2[CH:19]=[CH:18][CH:17]=[CH:16][CH:15]=2)([CH3:13])[CH3:12])[C:8]([OH:20])=[C:7]([CH2:21]O)[CH:6]=1)([CH3:4])([CH3:3])[CH3:2].ClCCl.P(Br)(Br)[Br:27], predict the reaction product. The product is: [C:1]([C:5]1[CH:10]=[C:9]([C:11]([C:14]2[CH:19]=[CH:18][CH:17]=[CH:16][CH:15]=2)([CH3:13])[CH3:12])[C:8]([OH:20])=[C:7]([CH:6]=1)[CH2:21][Br:27])([CH3:4])([CH3:3])[CH3:2].